Dataset: Catalyst prediction with 721,799 reactions and 888 catalyst types from USPTO. Task: Predict which catalyst facilitates the given reaction. (1) Reactant: [CH3:1][C:2]1[CH:7]=[CH:6][N:5]2[C:8]([CH:17]3[CH2:22][CH2:21][NH:20][CH2:19][CH2:18]3)=[N:9][C:10]([C:11]3[CH:16]=[CH:15][CH:14]=[CH:13][CH:12]=3)=[C:4]2[CH:3]=1.CCN(C(C)C)C(C)C.Br[CH2:33][CH2:34][C:35]1[CH:40]=[CH:39][CH:38]=[CH:37][CH:36]=1. Product: [CH3:1][C:2]1[CH:7]=[CH:6][N:5]2[C:8]([CH:17]3[CH2:22][CH2:21][N:20]([CH2:33][CH2:34][C:35]4[CH:40]=[CH:39][CH:38]=[CH:37][CH:36]=4)[CH2:19][CH2:18]3)=[N:9][C:10]([C:11]3[CH:16]=[CH:15][CH:14]=[CH:13][CH:12]=3)=[C:4]2[CH:3]=1. The catalyst class is: 382. (2) Reactant: [F:1][C:2]([F:7])([F:6])[C:3]([OH:5])=[O:4].[NH2:8][C@H:9]([C:14]([N:16]1[CH2:43][CH2:42][CH2:41][C@@H:17]1[C:18]([NH:20][CH2:21][CH2:22][CH2:23][NH:24][C:25]1[C:38]2[C:37](=[O:39])[C:36]3[C:31](=[CH:32][CH:33]=[CH:34][CH:35]=3)[C:30](=[O:40])[C:29]=2[CH:28]=[CH:27][CH:26]=1)=[O:19])=[O:15])[CH2:10][CH:11]([CH3:13])[CH3:12].[CH2:44]([N:46](CC)CC)[CH3:45]. The catalyst class is: 1. Product: [F:1][C:2]([F:7])([F:6])[C:3]([OH:5])=[O:4].[NH2:46][CH2:44][C:45]([NH:8][C@H:9]([C:14]([N:16]1[CH2:43][CH2:42][CH2:41][C@@H:17]1[C:18]([NH:20][CH2:21][CH2:22][CH2:23][NH:24][C:25]1[C:38]2[C:37](=[O:39])[C:36]3[C:31](=[CH:32][CH:33]=[CH:34][CH:35]=3)[C:30](=[O:40])[C:29]=2[CH:28]=[CH:27][CH:26]=1)=[O:19])=[O:15])[CH2:10][CH:11]([CH3:12])[CH3:13])=[O:4]. (3) Reactant: [SH:1][C:2]1[CH:7]=[CH:6][C:5]([CH2:8][C:9]([O:11][CH2:12][CH3:13])=[O:10])=[CH:4][CH:3]=1.F[C:15]1[CH:22]=[CH:21][C:18]([C:19]#[N:20])=[CH:17][CH:16]=1.C(=O)([O-])[O-].[K+].[K+].O. Product: [C:19]([C:18]1[CH:21]=[CH:22][C:15]([S:1][C:2]2[CH:3]=[CH:4][C:5]([CH2:8][C:9]([O:11][CH2:12][CH3:13])=[O:10])=[CH:6][CH:7]=2)=[CH:16][CH:17]=1)#[N:20]. The catalyst class is: 9. (4) Reactant: Br[CH2:2][CH2:3][CH2:4][O:5][C:6]1[CH:40]=[CH:39][C:9]([CH2:10][CH2:11][C:12]2[CH:17]=[CH:16][C:15]([F:18])=[CH:14][C:13]=2[C:19]2[N:24]=[C:23]([N:25]3[C:29]([C:30]([F:33])([F:32])[F:31])=[C:28]([C:34]([O:36][CH2:37][CH3:38])=[O:35])[CH:27]=[N:26]3)[CH:22]=[CH:21][CH:20]=2)=[C:8]([CH3:41])[CH:7]=1.[NH:42]1[CH:46]=[C:45]([C:47]#[N:48])[CH:44]=[N:43]1.C(=O)([O-])[O-].[Cs+].[Cs+]. Product: [C:47]([C:45]1[CH:46]=[N:42][N:43]([CH2:2][CH2:3][CH2:4][O:5][C:6]2[CH:40]=[CH:39][C:9]([CH2:10][CH2:11][C:12]3[CH:17]=[CH:16][C:15]([F:18])=[CH:14][C:13]=3[C:19]3[N:24]=[C:23]([N:25]4[C:29]([C:30]([F:33])([F:32])[F:31])=[C:28]([C:34]([O:36][CH2:37][CH3:38])=[O:35])[CH:27]=[N:26]4)[CH:22]=[CH:21][CH:20]=3)=[C:8]([CH3:41])[CH:7]=2)[CH:44]=1)#[N:48]. The catalyst class is: 10. (5) Reactant: C[O:2][C:3]([C:5]1[S:6][C:7]([CH:28]2[CH2:33][CH2:32][C:31]([CH3:35])([CH3:34])[CH2:30][CH2:29]2)=[CH:8][C:9]=1[N:10]([C@H:20]1[CH2:25][CH2:24][C@H:23]([O:26][CH3:27])[CH2:22][CH2:21]1)[C:11]([C@H:13]1[CH2:18][CH2:17][C@H:16]([CH3:19])[CH2:15][CH2:14]1)=[O:12])=[O:4].CO.O.O[Li].O. Product: [CH3:35][C:31]1([CH3:34])[CH2:30][CH2:29][CH:28]([C:7]2[S:6][C:5]([C:3]([OH:4])=[O:2])=[C:9]([N:10]([C@H:20]3[CH2:21][CH2:22][C@H:23]([O:26][CH3:27])[CH2:24][CH2:25]3)[C:11]([C@H:13]3[CH2:18][CH2:17][C@H:16]([CH3:19])[CH2:15][CH2:14]3)=[O:12])[CH:8]=2)[CH2:33][CH2:32]1. The catalyst class is: 1. (6) Reactant: [CH3:1][O:2][C:3]1[CH:4]=[C:5]2[C:9](=[C:10]([NH:12][S:13]([C:16]3[S:17][CH:18]=[CH:19][CH:20]=3)(=[O:15])=[O:14])[CH:11]=1)[NH:8][C:7]([C:21]([O:23]CC)=[O:22])=[CH:6]2.CO.[OH-].[K+].C(O)(=O)CC(CC(O)=O)(C(O)=O)O. Product: [CH3:1][O:2][C:3]1[CH:4]=[C:5]2[C:9](=[C:10]([NH:12][S:13]([C:16]3[S:17][CH:18]=[CH:19][CH:20]=3)(=[O:15])=[O:14])[CH:11]=1)[NH:8][C:7]([C:21]([OH:23])=[O:22])=[CH:6]2. The catalyst class is: 7.